From a dataset of Experimentally validated miRNA-target interactions with 360,000+ pairs, plus equal number of negative samples. Binary Classification. Given a miRNA mature sequence and a target amino acid sequence, predict their likelihood of interaction. (1) The miRNA is hsa-miR-211-5p with sequence UUCCCUUUGUCAUCCUUCGCCU. Result: 1 (interaction). The protein sequence of the target gene is MEWGYLLEVTSLLAALALLQRSSGAAAASAKELACQEITVPLCKGIGYNYTYMPNQFNHDTQDEAGLEVHQFWPLVEIQCSPDLKFFLCSMYTPICLEDYKKPLPPCRSVCERAKAGCAPLMRQYGFAWPDRMRCDRLPEQGNPDTLCMDYNRTDLTTAAPSPPRRLPPPPPGEQPPSGSGHGRPPGARPPHRGGGRGGGGGDAAAPPARGGGGGGKARPPGGGAAPCEPGCQCRAPMVSVSSERHPLYNRVKTGQIANCALPCHNPFFSQDERAFTVFWIGLWSVLCFVSTFATVSTFL.... (2) The miRNA is hsa-miR-3691-3p with sequence ACCAAGUCUGCGUCAUCCUCUC. The protein sequence of the target gene is MRSLLLLAPLAWLLLVQAKDDAKLEDNLLVLTVATKETEGFRRFKRSAQFFNYKIQSLGLGEDWSVDGGPAAAGGGQKVRLLKKALEKHADKEDLVILFVDSYDVVFASGPRELLKKFQQAKSQVVFSAEEHIYPDRRLEAKYPTVPDGKRFLGSGGFIGYAPSLSKLVAEWEGQDSDSDQLFYTKIFLNPEKREQINISLDHRCRIFQNLDGALDEVVLKFEMGHVRARNLAYDTLPVVVHGNGPTKLQLNYLGNYIPRFWTFETGCTVCDEGLRSLKGIGDEALPTVLVGVFIEQPTP.... Result: 0 (no interaction). (3) The miRNA is hsa-miR-520d-3p with sequence AAAGUGCUUCUCUUUGGUGGGU. The protein sequence of the target gene is MSTNENANTPAARLHRFKNKGKDSTEMRRRRIEVNVELRKAKKDDQMLKRRNVSSFPDDATSPLQENRNNQGTVNWSVDDIVKGINSSNVENQLQATQAARKLLSREKQPPIDNIIRAGLIPKFVSFLGRTDCSPIQFESAWALTNIASGTSEQTKAVVDGGAIPAFISLLASPHAHISEQAVWALGNIAGDGSVFRDLVIKYGAVDPLLALLAVPDMSSLACGYLRNLTWTLSNLCRNKNPAPPIDAVEQILPTLVRLLHHDDPEVLADTCWAISYLTDGPNERIGMVVKTGVVPQLVK.... Result: 1 (interaction). (4) The protein sequence of the target gene is MDQKLSKLVEELTTSGEPRLNPEKMKELKKICKSSEEQLSRAYRLLIAQLTQEHAEIRLSAFQIVEELFVRSHQFRMLVVSNFQEFLELTLGTDPAQPLPPPREAAQRLRQATTRAVEGWNEKFGEAYKKLALGYHFLRHNKKVDFQDTNARSLAERKREEEKQKHLDKIYQERASQAEREMQEMSGEIESCLTEVESCFRLLVPFDFDPNPETESLGMASGMSDALRSSCAGQVGPCRSGTPDPRDGEQPCCSRDLPASAGHPRAGGGAQPSQTATGDPSDEDEDSDLEEFVRSHGLGS.... Result: 1 (interaction). The miRNA is hsa-miR-335-5p with sequence UCAAGAGCAAUAACGAAAAAUGU. (5) The miRNA is mmu-miR-466o-3p with sequence UACAUACAUGCACACAUAAGAC. The protein sequence of the target gene is MDNKKKDKDKSDDRMARPSGRSGHSTRGTGSSSSGVLMVGPNFRVGKKIGCGNFGELRLGKNLYTNEYVAIKLEPMKSRAPQLHLEYRFYKQLGSGDGIPQVYYFGPCGKYNAMVLELLGPSLEDLFDLCDRTFSLKTVLMIAIQLISRMEYVHSKNLIYRDVKPENFLIGRPGNKAQQVIHIIDFGLAKEYIDPETKKHIPYREHKSLTGTARYMSINTHLGKEQSRRDDLEALGHMFMYFLRGSLPWQGLKADTLKERYQKIGDTKRATPIEVLCENFPEEMATYLRYVRRLDFFEKP.... Result: 1 (interaction). (6) The miRNA is cel-miR-72-5p with sequence AGGCAAGAUGUUGGCAUAGCUGA. The protein sequence of the target gene is MFRKARRVNVRKRNDSEEEERERDEEQEPPPLLPPPASGEEPGPGGGDRAPAGESLLGPGPLPPPPSAHHPGLGAEAGGGISGGAEPGNGLKPRKRPRENKEVPRASLLSFQDEEEENEEVFKVKKSSYSKKIVKLLKKEYKEDLEKSKIKTELNTAADSDQPLDKTCHAKDTNPEDGVVISEHGEDEMDMESEKEEEKPKAGGAFSNALSSLNVLRPGEIPDAAFIHAARKKRQLARELGDFTPHDSEPGKGRLVREDENDASDDEDDDEKRRIVFSVKEKSQRQKIAEEIGIEGSDDD.... Result: 0 (no interaction). (7) The miRNA is ath-miR398a-3p with sequence UGUGUUCUCAGGUCACCCCUU. The protein sequence of the target gene is MRRFLRPGHDPVRERLKRDLFQFNKTVEHGFPHQPSALGYSPSLRILAIGTRSGAIKLYGAPGVEFMGLHQENNAVTQIHLLPGQCQLVTLLDDNSLHLWSLKVKGGASELQEDESFTLRGPPGAAPSATQITVVLPHSSCELLYLGTESGNVFVVQLPAFRALEDRTISSDAVLQRLPEEARHRRVFEMVEALQEHPRDPNQILIGYSRGLVVIWDLQGSRVLYHFLSSQQLENIWWQRDGRLLVSCHSDGSYCQWPVSSEAQQPEPLRSLVPYGPFPCKAITRILWLTTRQGLPFTIF.... Result: 0 (no interaction).